Dataset: Forward reaction prediction with 1.9M reactions from USPTO patents (1976-2016). Task: Predict the product of the given reaction. Given the reactants [NH:1]1[C:10]2[C:5](=[CH:6][CH:7]=[C:8]([C:11]([OH:13])=O)[CH:9]=2)[CH2:4][CH2:3][CH2:2]1.C(OC(O[C:25]([CH3:28])([CH3:27])C)=O)(OC(C)(C)C)=O.[OH-].[Na+], predict the reaction product. The product is: [CH3:5][CH2:4][CH2:3][CH:2]([NH:1][C:11]([C:8]1[CH:9]=[C:10]2[C:5]([CH2:4][CH2:3][CH2:2][NH:1]2)=[CH:6][CH:7]=1)=[O:13])[CH2:28][CH2:25][CH3:27].